This data is from Full USPTO retrosynthesis dataset with 1.9M reactions from patents (1976-2016). The task is: Predict the reactants needed to synthesize the given product. (1) The reactants are: [CH:1](=[O:5])[CH:2]([CH3:4])[CH3:3].[OH:6][CH2:7][CH:8]([CH2:10][OH:11])[OH:9]. Given the product [CH:1](=[O:5])[CH:2]([CH3:4])[CH3:3].[OH:6][CH2:7][CH:8]([CH2:10][OH:11])[OH:9], predict the reactants needed to synthesize it. (2) Given the product [CH3:25][O:24][C:5]1[C:4]2[N:3]=[C:2]([NH:26][C:27]3[CH:28]=[CH:29][C:30]4[CH2:36][CH2:35][CH2:34][C:33](=[O:37])[NH:32][C:31]=4[CH:38]=3)[C:11]3=[N:12][NH:13][CH:14]=[C:10]3[C:9]=2[CH:8]=[CH:7][CH:6]=1, predict the reactants needed to synthesize it. The reactants are: Cl[C:2]1[C:11]2=[N:12][N:13](CC3C=CC(OC)=CC=3)[CH:14]=[C:10]2[C:9]2[CH:8]=[CH:7][CH:6]=[C:5]([O:24][CH3:25])[C:4]=2[N:3]=1.[NH2:26][C:27]1[CH:28]=[CH:29][C:30]2[CH2:36][CH2:35][CH2:34][C:33](=[O:37])[NH:32][C:31]=2[CH:38]=1.Cl. (3) The reactants are: [NH2:1][C:2]1[C:18]([O:19][CH3:20])=[CH:17][C:5]2[CH2:6][CH2:7][N:8]([CH2:11][C:12]([N:14]([CH3:16])[CH3:15])=[O:13])[CH2:9][CH2:10][C:4]=2[CH:3]=1.Cl[C:22]1[N:27]=[C:26]([NH:28][C:29]2[CH:34]=[CH:33][CH:32]=[CH:31][C:30]=2[N:35]2[CH:39]=[CH:38][CH:37]=[N:36]2)[C:25]([Cl:40])=[CH:24][N:23]=1. Given the product [Cl:40][C:25]1[C:26]([NH:28][C:29]2[CH:34]=[CH:33][CH:32]=[CH:31][C:30]=2[N:35]2[CH:39]=[CH:38][CH:37]=[N:36]2)=[N:27][C:22]([NH:1][C:2]2[C:18]([O:19][CH3:20])=[CH:17][C:5]3[CH2:6][CH2:7][N:8]([CH2:11][C:12]([N:14]([CH3:16])[CH3:15])=[O:13])[CH2:9][CH2:10][C:4]=3[CH:3]=2)=[N:23][CH:24]=1, predict the reactants needed to synthesize it. (4) Given the product [C:1]([C:3]1[CH:4]=[CH:5][C:6]([NH:12][C:13]([C:15]2[CH:20]=[N:19][C:18]([O:21][CH2:22][CH2:23][CH2:24][CH2:25][CH2:26][CH3:27])=[CH:17][N:16]=2)=[O:14])=[C:7]([CH:11]=1)[C:8]([OH:10])=[O:9])#[N:2], predict the reactants needed to synthesize it. The reactants are: [C:1]([C:3]1[CH:4]=[CH:5][C:6]([NH:12][C:13]([C:15]2[CH:20]=[N:19][C:18]([O:21][CH2:22][CH2:23][CH2:24][CH2:25][CH2:26][CH3:27])=[CH:17][N:16]=2)=[O:14])=[C:7]([CH:11]=1)[C:8]([O-:10])=[O:9])#[N:2].[H][H].